From a dataset of Full USPTO retrosynthesis dataset with 1.9M reactions from patents (1976-2016). Predict the reactants needed to synthesize the given product. (1) Given the product [CH3:9][O:10][C:11]1[CH:12]=[C:13]2[C:18](=[CH:19][C:20]=1[O:21][CH3:22])[CH:17]=[N:16][CH:15]=[C:14]2[CH2:23][C:24]1[N:32]([CH3:1])[C:31]2[C:30](=[O:33])[N:29]([CH3:34])[C:28](=[O:35])[N:27]([CH2:36][CH:37]([CH3:39])[CH3:38])[C:26]=2[N:25]=1, predict the reactants needed to synthesize it. The reactants are: [C:1](=O)([O-])[O-].[K+].[K+].IC.[CH3:9][O:10][C:11]1[CH:12]=[C:13]2[C:18](=[CH:19][C:20]=1[O:21][CH3:22])[CH:17]=[N:16][CH:15]=[C:14]2[CH2:23][C:24]1[NH:32][C:31]2[C:30](=[O:33])[N:29]([CH3:34])[C:28](=[O:35])[N:27]([CH2:36][CH:37]([CH3:39])[CH3:38])[C:26]=2[N:25]=1. (2) Given the product [Cl:17][C:18]1[CH:23]=[CH:22][C:21]([CH2:24][C:25]([NH:1][C:2]2([CH2:8][OH:9])[CH2:7][CH2:6][CH2:5][CH2:4][CH2:3]2)=[O:26])=[CH:20][CH:19]=1, predict the reactants needed to synthesize it. The reactants are: [NH2:1][C:2]1([CH2:8][OH:9])[CH2:7][CH2:6][CH2:5][CH2:4][CH2:3]1.C(N(CC)CC)C.[Cl:17][C:18]1[CH:23]=[CH:22][C:21]([CH2:24][C:25](Cl)=[O:26])=[CH:20][CH:19]=1.CO. (3) Given the product [CH:1]1[C:9]2[C:8]3[CH2:10][CH2:11][CH2:12][CH2:13][C:7]=3[O:6][C:5]=2[CH:4]=[CH:3][C:2]=1[NH:14][C:15](=[O:21])[CH2:16][CH2:17][CH2:18][CH2:19][CH3:20], predict the reactants needed to synthesize it. The reactants are: [CH2:1]1[C:9]2[C:8]3[CH:10]=[CH:11][CH:12]=[CH:13][C:7]=3[O:6][C:5]=2[CH2:4][CH2:3][CH:2]1[NH2:14].[C:15](Cl)(=[O:21])[CH2:16][CH2:17][CH2:18][CH2:19][CH3:20]. (4) The reactants are: [CH2:1]([C:3]1[C:8](=[O:9])[NH:7][C:6]([CH3:10])=[C:5]([C:11]2[S:15][C:14]([S:16](Cl)(=[O:18])=[O:17])=[CH:13][CH:12]=2)[CH:4]=1)[CH3:2].[N:20]1[CH:25]=[CH:24][CH:23]=[CH:22][C:21]=1[CH2:26][CH2:27][NH2:28]. Given the product [N:20]1[CH:25]=[CH:24][CH:23]=[CH:22][C:21]=1[CH2:26][CH2:27][NH:28][S:16]([C:14]1[S:15][C:11]([C:5]2[CH:4]=[C:3]([CH2:1][CH3:2])[C:8](=[O:9])[NH:7][C:6]=2[CH3:10])=[CH:12][CH:13]=1)(=[O:18])=[O:17], predict the reactants needed to synthesize it. (5) Given the product [C:15]1([CH:14]([C:21]2[CH:26]=[CH:25][CH:24]=[CH:23][CH:22]=2)[CH2:13][NH:12][C:10]2[C:9]3[C:4](=[CH:5][CH:6]=[CH:7][CH:8]=3)[N:3]=[C:2]([C:35]3[CH:36]=[N:37][C:32]([N:27]4[CH2:28][CH2:29][CH2:30][CH2:31]4)=[N:33][CH:34]=3)[N:11]=2)[CH:20]=[CH:19][CH:18]=[CH:17][CH:16]=1, predict the reactants needed to synthesize it. The reactants are: Cl[C:2]1[N:11]=[C:10]([NH:12][CH2:13][CH:14]([C:21]2[CH:26]=[CH:25][CH:24]=[CH:23][CH:22]=2)[C:15]2[CH:20]=[CH:19][CH:18]=[CH:17][CH:16]=2)[C:9]2[C:4](=[CH:5][CH:6]=[CH:7][CH:8]=2)[N:3]=1.[N:27]1([C:32]2[N:37]=[CH:36][C:35](B(O)O)=[CH:34][N:33]=2)[CH2:31][CH2:30][CH2:29][CH2:28]1.C(NC1C2C(=CC=CC=2)N=C(C2SC3C=CC=CC=3C=2)N=1)(C1C=CC=CC=1)C1C=CC=CC=1. (6) Given the product [Br:1][C:2]1[C:3]([F:14])=[CH:4][CH:5]=[C:6]2[C:11]=1[N:10]=[C:9]([Cl:17])[C:8]([CH3:13])=[N:7]2, predict the reactants needed to synthesize it. The reactants are: [Br:1][C:2]1[C:3]([F:14])=[CH:4][CH:5]=[C:6]2[C:11]=1[NH:10][C:9](=O)[C:8]([CH3:13])=[N:7]2.O=P(Cl)(Cl)[Cl:17].